Regression/Classification. Given a drug SMILES string, predict its toxicity properties. Task type varies by dataset: regression for continuous values (e.g., LD50, hERG inhibition percentage) or binary classification for toxic/non-toxic outcomes (e.g., AMES mutagenicity, cardiotoxicity, hepatotoxicity). Dataset: herg_karim. From a dataset of hERG potassium channel inhibition data for cardiac toxicity prediction from Karim et al.. The compound is CC(C)C(N1CCOCC1)C(O)(c1cccnc1)c1cccnc1. The result is 0 (non-blocker).